This data is from Reaction yield outcomes from USPTO patents with 853,638 reactions. The task is: Predict the reaction yield, written as a fraction of the theoretical maximum amount of product (1.0 means a 100% yield; for example, 0.34 means a 34% yield). (1) The reactants are [F:1][C:2]([Si](C)(C)C)([F:4])[F:3].[Br:9][C:10]1[CH:15]=[CH:14][C:13](/[CH:16]=[N:17]\[S@@:18]([C:20]([CH3:23])([CH3:22])[CH3:21])=[O:19])=[CH:12][CH:11]=1. The catalyst is C([O-])(=O)C.C([N+](CCCC)(CCCC)CCCC)CCC.CN(C)C=O. The product is [Br:9][C:10]1[CH:11]=[CH:12][C:13]([C@H:16]([NH:17][S@@:18]([C:20]([CH3:23])([CH3:22])[CH3:21])=[O:19])[C:2]([F:4])([F:3])[F:1])=[CH:14][CH:15]=1. The yield is 0.760. (2) The reactants are CC1(C)C(C)(C)OB([C:9]2[CH:10]=[CH:11][C:12]3[O:18][CH2:17][CH2:16][N:15]([C:19]([N:21]4[CH2:26][CH2:25][CH:24]([C:27]([F:30])([F:29])[F:28])[CH2:23][CH2:22]4)=[O:20])[CH2:14][C:13]=3[CH:31]=2)O1.Br[C:34]1[CH:39]=[CH:38][C:37]([C:40]2[N:41](C(OCC(C)C)=O)[CH:42]=[CH:43][N:44]=2)=[CH:36][CH:35]=1.C(N(C(C)C)CC)(C)C. The catalyst is O1CCOCC1.O. The product is [NH:41]1[CH:42]=[CH:43][N:44]=[C:40]1[C:37]1[CH:38]=[CH:39][C:34]([C:9]2[CH:10]=[CH:11][C:12]3[O:18][CH2:17][CH2:16][N:15]([C:19]([N:21]4[CH2:22][CH2:23][CH:24]([C:27]([F:28])([F:30])[F:29])[CH2:25][CH2:26]4)=[O:20])[CH2:14][C:13]=3[CH:31]=2)=[CH:35][CH:36]=1. The yield is 0.120. (3) The catalyst is CO.[Pd]. The reactants are [O:1]([C:9]1[CH:10]=[C:11]([C@@H:23]([OH:28])[CH2:24][N+:25]([O-])=O)[CH:12]=[CH:13][C:14]=1[O:15][Si:16]([C:19]([CH3:22])([CH3:21])[CH3:20])([CH3:18])[CH3:17])[Si:2]([C:5]([CH3:8])([CH3:7])[CH3:6])([CH3:4])[CH3:3].[H][H]. The yield is 0.960. The product is [O:1]([C:9]1[CH:10]=[C:11]([C@@H:23]([OH:28])[CH2:24][NH2:25])[CH:12]=[CH:13][C:14]=1[O:15][Si:16]([C:19]([CH3:21])([CH3:20])[CH3:22])([CH3:18])[CH3:17])[Si:2]([C:5]([CH3:8])([CH3:6])[CH3:7])([CH3:4])[CH3:3]. (4) The reactants are [CH3:1][C:2]1[C:6]2[C:7](=[O:20])[N:8]([CH2:12][CH2:13][N:14]3[CH2:19][CH2:18][O:17][CH2:16][CH2:15]3)[CH2:9][CH2:10][CH2:11][C:5]=2[NH:4][C:3]=1[CH:21]=O.[F:23][C:24]1[CH:25]=[C:26]2[C:30](=[C:31]([NH:33][CH:34]=[O:35])[CH:32]=1)[NH:29][C:28](=[O:36])[CH2:27]2. No catalyst specified. The product is [F:23][C:24]1[CH:25]=[C:26]2[C:30](=[C:31]([NH:33][CH:34]=[O:35])[CH:32]=1)[NH:29][C:28](=[O:36])[C:27]2=[CH:21][C:3]1[NH:4][C:5]2[CH2:11][CH2:10][CH2:9][N:8]([CH2:12][CH2:13][N:14]3[CH2:19][CH2:18][O:17][CH2:16][CH2:15]3)[C:7](=[O:20])[C:6]=2[C:2]=1[CH3:1]. The yield is 0.520. (5) The reactants are Br[C:2]1([F:20])[CH:19]=[CH:18][C:5]([C:6]([NH:8][CH:9]2[CH2:17][C:16]3[C:11](=[CH:12][CH:13]=[CH:14][CH:15]=3)[CH2:10]2)=[O:7])=[CH:4][CH2:3]1.[F:21][C:22]([F:33])([F:32])[C:23]1[CH:24]=[C:25](B(O)O)[CH:26]=[CH:27][CH:28]=1.O.O.O.O.O.O.O.O.[OH-].[Ba+2].[OH-].O. The catalyst is COCCOC. The product is [F:20][C:2]1[CH:19]=[CH:18][C:5]([C:6]([NH:8][CH:9]2[CH2:17][C:16]3[C:11](=[CH:12][CH:13]=[CH:14][C:15]=3[C:27]3[CH:26]=[CH:25][CH:24]=[C:23]([C:22]([F:33])([F:32])[F:21])[CH:28]=3)[CH2:10]2)=[O:7])=[CH:4][CH:3]=1. The yield is 0.450. (6) The reactants are [C:1]([O:4][C:5]1[CH:10]=[CH:9][C:8]([CH:11]2[CH:20](O)[C:19]3[C:14](=[CH:15][C:16]([O:22][C:23](=[O:25])[CH3:24])=[CH:17][CH:18]=3)[O:13][CH:12]2[CH2:26][CH2:27][CH3:28])=[CH:7][CH:6]=1)(=[O:3])[CH3:2].P(=O)(O)(O)O.C(=O)([O-])O.[Na+]. The catalyst is C1(C)C=CC=CC=1. The product is [C:1]([O:4][C:5]1[CH:10]=[CH:9][C:8]([C:11]2[CH:12]([CH2:26][CH2:27][CH3:28])[O:13][C:14]3[C:19]([CH:20]=2)=[CH:18][CH:17]=[C:16]([O:22][C:23](=[O:25])[CH3:24])[CH:15]=3)=[CH:7][CH:6]=1)(=[O:3])[CH3:2]. The yield is 0.160.